From a dataset of NCI-60 drug combinations with 297,098 pairs across 59 cell lines. Regression. Given two drug SMILES strings and cell line genomic features, predict the synergy score measuring deviation from expected non-interaction effect. (1) Drug 1: CC1C(C(CC(O1)OC2CC(CC3=C2C(=C4C(=C3O)C(=O)C5=C(C4=O)C(=CC=C5)OC)O)(C(=O)C)O)N)O.Cl. Cell line: RXF 393. Synergy scores: CSS=5.33, Synergy_ZIP=-0.0508, Synergy_Bliss=1.75, Synergy_Loewe=-10.9, Synergy_HSA=0.551. Drug 2: CCN(CC)CCNC(=O)C1=C(NC(=C1C)C=C2C3=C(C=CC(=C3)F)NC2=O)C. (2) Drug 1: CC1=C2C(C(=O)C3(C(CC4C(C3C(C(C2(C)C)(CC1OC(=O)C(C(C5=CC=CC=C5)NC(=O)OC(C)(C)C)O)O)OC(=O)C6=CC=CC=C6)(CO4)OC(=O)C)O)C)O. Drug 2: CC12CCC3C(C1CCC2OP(=O)(O)O)CCC4=C3C=CC(=C4)OC(=O)N(CCCl)CCCl.[Na+]. Cell line: CAKI-1. Synergy scores: CSS=24.2, Synergy_ZIP=5.58, Synergy_Bliss=11.6, Synergy_Loewe=2.27, Synergy_HSA=7.01. (3) Drug 1: CN(C)C(=N)N=C(N)N. Drug 2: C1=CC(=C(C=C1I)F)NC2=C(C=CC(=C2F)F)C(=O)NOCC(CO)O. Cell line: HCT116. Synergy scores: CSS=31.0, Synergy_ZIP=-4.49, Synergy_Bliss=-5.87, Synergy_Loewe=-80.9, Synergy_HSA=-5.35. (4) Drug 1: C1=CC(=CC=C1CC(C(=O)O)N)N(CCCl)CCCl.Cl. Drug 2: CC1=C(N=C(N=C1N)C(CC(=O)N)NCC(C(=O)N)N)C(=O)NC(C(C2=CN=CN2)OC3C(C(C(C(O3)CO)O)O)OC4C(C(C(C(O4)CO)O)OC(=O)N)O)C(=O)NC(C)C(C(C)C(=O)NC(C(C)O)C(=O)NCCC5=NC(=CS5)C6=NC(=CS6)C(=O)NCCC[S+](C)C)O. Cell line: NCI/ADR-RES. Synergy scores: CSS=9.34, Synergy_ZIP=-3.56, Synergy_Bliss=1.85, Synergy_Loewe=-2.93, Synergy_HSA=-1.70. (5) Drug 1: C1CCC(C(C1)N)N.C(=O)(C(=O)[O-])[O-].[Pt+4]. Drug 2: CC1CCCC2(C(O2)CC(NC(=O)CC(C(C(=O)C(C1O)C)(C)C)O)C(=CC3=CSC(=N3)C)C)C. Cell line: SN12C. Synergy scores: CSS=44.1, Synergy_ZIP=-3.44, Synergy_Bliss=-4.11, Synergy_Loewe=-10.2, Synergy_HSA=0.260. (6) Drug 1: CC(C)(C#N)C1=CC(=CC(=C1)CN2C=NC=N2)C(C)(C)C#N. Drug 2: C1CNP(=O)(OC1)N(CCCl)CCCl. Cell line: TK-10. Synergy scores: CSS=0.147, Synergy_ZIP=1.95, Synergy_Bliss=3.08, Synergy_Loewe=0.0521, Synergy_HSA=-0.203.